Dataset: Catalyst prediction with 721,799 reactions and 888 catalyst types from USPTO. Task: Predict which catalyst facilitates the given reaction. (1) Reactant: [Br:1][C:2]1[CH:3]=[C:4]([CH2:8][CH2:9][NH2:10])[CH:5]=[CH:6][CH:7]=1.[CH3:11][C:12]([O:15][C:16](O[C:16]([O:15][C:12]([CH3:14])([CH3:13])[CH3:11])=[O:17])=[O:17])([CH3:14])[CH3:13]. Product: [Br:1][C:2]1[CH:3]=[C:4]([CH:5]=[CH:6][CH:7]=1)[CH2:8][CH2:9][NH:10][C:16](=[O:17])[O:15][C:12]([CH3:14])([CH3:13])[CH3:11]. The catalyst class is: 2. (2) Reactant: [NH2:1][C:2]1[C:3]([NH:9][C:10](=[O:16])[O:11][C:12]([CH3:15])([CH3:14])[CH3:13])=[N:4][CH:5]=[C:6]([Br:8])[CH:7]=1.C(N(C(C)C)CC)(C)C.[CH3:26][S:27](Cl)(=[O:29])=[O:28]. Product: [Br:8][C:6]1[CH:7]=[C:2]([N:1]([S:27]([CH3:26])(=[O:29])=[O:28])[S:27]([CH3:26])(=[O:29])=[O:28])[C:3]([NH:9][C:10](=[O:16])[O:11][C:12]([CH3:13])([CH3:15])[CH3:14])=[N:4][CH:5]=1. The catalyst class is: 4. (3) Reactant: C([O:8][CH:9]1[CH2:12][CH:11]([O:13][C:14]2[CH:19]=[CH:18][N:17]=[C:16]([Cl:20])[CH:15]=2)[CH2:10]1)C1C=CC=CC=1.B(F)(F)F.S(C)C. Product: [Cl:20][C:16]1[CH:15]=[C:14]([O:13][CH:11]2[CH2:10][CH:9]([OH:8])[CH2:12]2)[CH:19]=[CH:18][N:17]=1. The catalyst class is: 2. (4) Reactant: [CH2:1]1[C:9]2[C:4](=[CH:5][CH:6]=[CH:7][CH:8]=2)[CH2:3][NH:2]1.Cl[CH2:11][C:12]([NH:14][C:15]1[CH:28]=[CH:27][C:26]2[NH:25][C:24](=[O:29])[C:23]3[C:18](=[CH:19][CH:20]=[CH:21][CH:22]=3)[C:17]=2[CH:16]=1)=[O:13].P([O-])([O-])([O-])=O.[K+].[K+].[K+]. Product: [O:29]=[C:24]1[C:23]2[C:18](=[CH:19][CH:20]=[CH:21][CH:22]=2)[C:17]2[CH:16]=[C:15]([NH:14][C:12](=[O:13])[CH2:11][N:2]3[CH2:3][C:4]4[C:9](=[CH:8][CH:7]=[CH:6][CH:5]=4)[CH2:1]3)[CH:28]=[CH:27][C:26]=2[NH:25]1. The catalyst class is: 9.